This data is from Full USPTO retrosynthesis dataset with 1.9M reactions from patents (1976-2016). The task is: Predict the reactants needed to synthesize the given product. (1) Given the product [Br:10][C:8]1[CH:9]=[C:3]([S:2][CH3:1])[CH:4]=[CH:5][C:6]=1[NH2:7], predict the reactants needed to synthesize it. The reactants are: [CH3:1][S:2][C:3]1[CH:9]=[CH:8][C:6]([NH2:7])=[CH:5][CH:4]=1.[Br:10]N1C(=O)CCC1=O. (2) Given the product [C:17]([C:14]1[CH:15]=[CH:16][C:11]([CH2:10][N:3]2[C:2]([CH3:1])=[C:6]([CH3:7])[S:5]/[C:4]/2=[N:8]\[C:31]([C:21]23[CH2:30][CH:25]4[CH2:24][CH:23]([CH2:29][CH:27]([CH2:26]4)[CH2:28]2)[CH2:22]3)=[O:32])=[CH:12][CH:13]=1)([CH3:20])([CH3:19])[CH3:18], predict the reactants needed to synthesize it. The reactants are: [CH3:1][C:2]1[N:3]=[C:4]([NH2:8])[S:5][C:6]=1[CH3:7].Br[CH2:10][C:11]1[CH:16]=[CH:15][C:14]([C:17]([CH3:20])([CH3:19])[CH3:18])=[CH:13][CH:12]=1.[C:21]12([C:31](O)=[O:32])[CH2:30][CH:25]3[CH2:26][CH:27]([CH2:29][CH:23]([CH2:24]3)[CH2:22]1)[CH2:28]2. (3) Given the product [C:1]1([C@@H:7]2[N:12]3[C:10](=[O:11])[CH2:9][CH2:8][C@H:13]3[CH2:14][O:15]2)[CH:6]=[CH:5][CH:4]=[CH:3][CH:2]=1, predict the reactants needed to synthesize it. The reactants are: [C:1]1([CH3:7])[CH:6]=[CH:5][CH:4]=[CH:3][CH:2]=1.[CH2:8]1[C@@H:13]([CH2:14][OH:15])[NH:12][C:10](=[O:11])[CH2:9]1.C(=O)C1C=CC=CC=1.